This data is from Reaction yield outcomes from USPTO patents with 853,638 reactions. The task is: Predict the reaction yield, written as a fraction of the theoretical maximum amount of product (1.0 means a 100% yield; for example, 0.34 means a 34% yield). The reactants are [Br:1][C:2]1[CH:7]=[CH:6][C:5]([C:8]2[C:19](=[O:20])[N:18]([CH2:21][CH3:22])[C:11]3[N:12]=[C:13]([S:16][CH3:17])[N:14]=[CH:15][C:10]=3[CH:9]=2)=[C:4]([Cl:23])[CH:3]=1.ClC1C=CC=C(C(OO)=[O:32])C=1. The catalyst is ClCCl. The product is [Br:1][C:2]1[CH:7]=[CH:6][C:5]([C:8]2[C:19](=[O:20])[N:18]([CH2:21][CH3:22])[C:11]3[N:12]=[C:13]([S:16]([CH3:17])=[O:32])[N:14]=[CH:15][C:10]=3[CH:9]=2)=[C:4]([Cl:23])[CH:3]=1. The yield is 0.710.